Task: Predict the reaction yield, written as a fraction of the theoretical maximum amount of product (1.0 means a 100% yield; for example, 0.34 means a 34% yield).. Dataset: Reaction yield outcomes from USPTO patents with 853,638 reactions (1) The reactants are [Br:1][C:2]1[CH:21]=[CH:20][C:5]2[C:6]3[N:7]=[C:8]([C:14]([NH:16][CH:17]([CH3:19])[CH3:18])=[NH:15])[S:9][C:10]=3[CH2:11][CH2:12][O:13][C:4]=2[CH:3]=1.Cl[CH2:23][CH:24]=O.C(=O)(O)[O-].[Na+]. The catalyst is C1COCC1. The product is [Br:1][C:2]1[CH:21]=[CH:20][C:5]2[C:6]3[N:7]=[C:8]([C:14]4[N:16]([CH:17]([CH3:19])[CH3:18])[CH:23]=[CH:24][N:15]=4)[S:9][C:10]=3[CH2:11][CH2:12][O:13][C:4]=2[CH:3]=1. The yield is 0.960. (2) The reactants are [NH:1]1[CH2:6][CH2:5][NH:4][CH2:3][CH2:2]1.C(=O)([O-])[O-].[K+].[K+].Cl.F[C:15]1[CH:24]=[C:23]([F:25])[CH:22]=[C:21]2[C:16]=1[CH:17]=[CH:18][C:19]([CH3:26])=[N:20]2.CS(C)=O. The catalyst is O. The product is [CH3:26][C:19]1[CH:18]=[CH:17][C:16]2[C:21](=[CH:22][C:23]([F:25])=[CH:24][C:15]=2[N:1]2[CH2:6][CH2:5][NH:4][CH2:3][CH2:2]2)[N:20]=1. The yield is 0.210.